From a dataset of Reaction yield outcomes from USPTO patents with 853,638 reactions. Predict the reaction yield, written as a fraction of the theoretical maximum amount of product (1.0 means a 100% yield; for example, 0.34 means a 34% yield). (1) The reactants are [NH2:1][C:2]1[CH:22]=[CH:21][C:5]([O:6][C:7]2[N:12]=[CH:11][N:10]=[C:9]([NH:13][C:14]([NH:16][CH2:17][CH2:18][NH:19][CH3:20])=[O:15])[CH:8]=2)=[C:4]([F:23])[CH:3]=1.[CH2:24]=O. The catalyst is O1CCCC1. The product is [NH2:1][C:2]1[CH:22]=[CH:21][C:5]([O:6][C:7]2[N:12]=[CH:11][N:10]=[C:9]([NH:13][C:14]([N:16]3[CH2:17][CH2:18][N:19]([CH3:24])[CH2:20]3)=[O:15])[CH:8]=2)=[C:4]([F:23])[CH:3]=1. The yield is 0.380. (2) The catalyst is CCO.COCCOC.C1C=CC([P]([Pd]([P](C2C=CC=CC=2)(C2C=CC=CC=2)C2C=CC=CC=2)([P](C2C=CC=CC=2)(C2C=CC=CC=2)C2C=CC=CC=2)[P](C2C=CC=CC=2)(C2C=CC=CC=2)C2C=CC=CC=2)(C2C=CC=CC=2)C2C=CC=CC=2)=CC=1. The reactants are CC1(C)C(C)(C)OB([C:9]2[CH:10]=[CH:11][C:12]3[O:16][CH:15]=[CH:14][C:13]=3[CH:17]=2)O1.I[C:20]1[C:28]2[C:23](=[N:24][CH:25]=[N:26][C:27]=2[NH2:29])[N:22]([CH:30]([CH3:32])[CH3:31])[N:21]=1.C([O-])([O-])=O.[Na+].[Na+]. The product is [O:16]1[C:12]2[CH:11]=[CH:10][C:9]([C:20]3[C:28]4[C:23](=[N:24][CH:25]=[N:26][C:27]=4[NH2:29])[N:22]([CH:30]([CH3:32])[CH3:31])[N:21]=3)=[CH:17][C:13]=2[CH:14]=[CH:15]1. The yield is 0.720. (3) The reactants are [CH3:1][O:2][CH2:3][O:4][C:5]1[CH:10]=[CH:9][C:8]([N:11]2[CH2:16][CH2:15][N:14]([C:17]3[CH:22]=[CH:21][C:20]([N:23]4[C:27](=[O:28])[NH:26][N:25]=[CH:24]4)=[CH:19][CH:18]=3)[CH2:13][CH2:12]2)=[CH:7][CH:6]=1.BrC1C=CC(S(O[CH2:40][CH2:41][CH2:42][CH2:43][CH2:44][CH2:45][N:46]=[N+:47]=[N-:48])(=O)=O)=CC=1.C([O-])([O-])=O.[Cs+].[Cs+]. No catalyst specified. The product is [N:46]([CH2:45][CH2:44][CH2:43][CH2:42][CH2:41][CH2:40][N:26]1[C:27](=[O:28])[N:23]([C:20]2[CH:21]=[CH:22][C:17]([N:14]3[CH2:13][CH2:12][N:11]([C:8]4[CH:9]=[CH:10][C:5]([O:4][CH2:3][O:2][CH3:1])=[CH:6][CH:7]=4)[CH2:16][CH2:15]3)=[CH:18][CH:19]=2)[CH:24]=[N:25]1)=[N+:47]=[N-:48]. The yield is 0.620. (4) The reactants are FC(F)(F)C(O)=O.[OH:8][C:9]1[CH:10]=[C:11]([NH:21][C:22]2[N:27]=[C:26]3[N:28](C4CCCCO4)[N:29]=[CH:30][C:25]3=[C:24]([C:37]3[CH:38]=[C:39]([NH:43][C:44](=[O:47])[CH:45]=[CH2:46])[CH:40]=[CH:41][CH:42]=3)[N:23]=2)[CH:12]=[CH:13][C:14]=1[N:15]1[CH2:20][CH2:19][O:18][CH2:17][CH2:16]1. The catalyst is C(Cl)Cl. The product is [OH:8][C:9]1[CH:10]=[C:11]([NH:21][C:22]2[N:27]=[C:26]3[NH:28][N:29]=[CH:30][C:25]3=[C:24]([C:37]3[CH:38]=[C:39]([NH:43][C:44](=[O:47])[CH:45]=[CH2:46])[CH:40]=[CH:41][CH:42]=3)[N:23]=2)[CH:12]=[CH:13][C:14]=1[N:15]1[CH2:20][CH2:19][O:18][CH2:17][CH2:16]1. The yield is 0.522.